Dataset: NCI-60 drug combinations with 297,098 pairs across 59 cell lines. Task: Regression. Given two drug SMILES strings and cell line genomic features, predict the synergy score measuring deviation from expected non-interaction effect. (1) Drug 1: C1=CC=C(C(=C1)C(C2=CC=C(C=C2)Cl)C(Cl)Cl)Cl. Drug 2: CC1=C(C(=O)C2=C(C1=O)N3CC4C(C3(C2COC(=O)N)OC)N4)N. Cell line: CAKI-1. Synergy scores: CSS=31.6, Synergy_ZIP=2.05, Synergy_Bliss=2.07, Synergy_Loewe=-40.6, Synergy_HSA=-5.49. (2) Drug 1: CC1=CC2C(CCC3(C2CCC3(C(=O)C)OC(=O)C)C)C4(C1=CC(=O)CC4)C. Drug 2: C(=O)(N)NO. Cell line: OVCAR-8. Synergy scores: CSS=2.70, Synergy_ZIP=-2.64, Synergy_Bliss=-6.30, Synergy_Loewe=-7.47, Synergy_HSA=-7.51. (3) Drug 1: CN(CC1=CN=C2C(=N1)C(=NC(=N2)N)N)C3=CC=C(C=C3)C(=O)NC(CCC(=O)O)C(=O)O. Drug 2: C1CN(CCN1C(=O)CCBr)C(=O)CCBr. Cell line: HCC-2998. Synergy scores: CSS=54.4, Synergy_ZIP=-6.95, Synergy_Bliss=-2.63, Synergy_Loewe=1.88, Synergy_HSA=3.55. (4) Drug 2: CCCCCOC(=O)NC1=NC(=O)N(C=C1F)C2C(C(C(O2)C)O)O. Drug 1: CC1=C(C=C(C=C1)NC(=O)C2=CC=C(C=C2)CN3CCN(CC3)C)NC4=NC=CC(=N4)C5=CN=CC=C5. Synergy scores: CSS=-1.54, Synergy_ZIP=-0.238, Synergy_Bliss=-0.190, Synergy_Loewe=-3.65, Synergy_HSA=-3.20. Cell line: UO-31. (5) Drug 1: C1CC2CC3=C(CC1C24CN(S(=O)(=O)N4)CC(F)(F)F)C=CC(=C3)C=CCN5CCC(CC5)C(F)(F)F. Drug 2: CN(C)C(=N)N=C(N)N. Cell line: HT29. Synergy scores: CSS=66.0, Synergy_ZIP=3.74, Synergy_Bliss=6.56, Synergy_Loewe=-33.3, Synergy_HSA=6.69. (6) Drug 1: C1=CC(=CC=C1CC(C(=O)O)N)N(CCCl)CCCl.Cl. Drug 2: CC1=C(C(=O)C2=C(C1=O)N3CC4C(C3(C2COC(=O)N)OC)N4)N. Cell line: LOX IMVI. Synergy scores: CSS=34.9, Synergy_ZIP=-5.83, Synergy_Bliss=-2.79, Synergy_Loewe=-7.42, Synergy_HSA=1.11. (7) Drug 1: C1CCC(CC1)NC(=O)N(CCCl)N=O. Drug 2: CC1=C2C(C(=O)C3(C(CC4C(C3C(C(C2(C)C)(CC1OC(=O)C(C(C5=CC=CC=C5)NC(=O)OC(C)(C)C)O)O)OC(=O)C6=CC=CC=C6)(CO4)OC(=O)C)O)C)O. Cell line: SF-295. Synergy scores: CSS=55.7, Synergy_ZIP=-5.43, Synergy_Bliss=0.670, Synergy_Loewe=1.97, Synergy_HSA=6.30. (8) Drug 2: C1CNP(=O)(OC1)N(CCCl)CCCl. Synergy scores: CSS=2.60, Synergy_ZIP=-1.07, Synergy_Bliss=-2.18, Synergy_Loewe=1.07, Synergy_HSA=-0.455. Drug 1: C1CC(=O)NC(=O)C1N2CC3=C(C2=O)C=CC=C3N. Cell line: SW-620. (9) Drug 1: CC1C(C(=O)NC(C(=O)N2CCCC2C(=O)N(CC(=O)N(C(C(=O)O1)C(C)C)C)C)C(C)C)NC(=O)C3=C4C(=C(C=C3)C)OC5=C(C(=O)C(=C(C5=N4)C(=O)NC6C(OC(=O)C(N(C(=O)CN(C(=O)C7CCCN7C(=O)C(NC6=O)C(C)C)C)C)C(C)C)C)N)C. Drug 2: B(C(CC(C)C)NC(=O)C(CC1=CC=CC=C1)NC(=O)C2=NC=CN=C2)(O)O. Cell line: T-47D. Synergy scores: CSS=68.4, Synergy_ZIP=0.591, Synergy_Bliss=-0.657, Synergy_Loewe=-1.15, Synergy_HSA=1.70. (10) Drug 1: C1C(C(OC1N2C=C(C(=O)NC2=O)F)CO)O. Drug 2: CCC1(C2=C(COC1=O)C(=O)N3CC4=CC5=C(C=CC(=C5CN(C)C)O)N=C4C3=C2)O.Cl. Cell line: NCI-H522. Synergy scores: CSS=30.1, Synergy_ZIP=-1.03, Synergy_Bliss=-0.280, Synergy_Loewe=-9.04, Synergy_HSA=1.52.